This data is from Reaction yield outcomes from USPTO patents with 853,638 reactions. The task is: Predict the reaction yield, written as a fraction of the theoretical maximum amount of product (1.0 means a 100% yield; for example, 0.34 means a 34% yield). The reactants are [Cl:1][C:2]1[CH:9]=[CH:8][C:5]([C:6]#[N:7])=[C:4](F)[CH:3]=1.[OH:11][C:12]1[CH:13]=[CH:14][C:15]([O:20][CH3:21])=[C:16]([CH:19]=1)[CH:17]=[O:18].C(=O)([O-])[O-].[Cs+].[Cs+].O. The catalyst is CN(C=O)C. The product is [Cl:1][C:2]1[CH:9]=[CH:8][C:5]([C:6]#[N:7])=[C:4]([O:11][C:12]2[CH:13]=[CH:14][C:15]([O:20][CH3:21])=[C:16]([CH:17]=[O:18])[CH:19]=2)[CH:3]=1. The yield is 0.900.